This data is from Reaction yield outcomes from USPTO patents with 853,638 reactions. The task is: Predict the reaction yield, written as a fraction of the theoretical maximum amount of product (1.0 means a 100% yield; for example, 0.34 means a 34% yield). (1) The reactants are [Br:1][C:2]1[O:18][C:5]2[N:6]=[CH:7][N:8]=[C:9]([NH:10]C(=O)OC(C)(C)C)[C:4]=2[C:3]=1[C:19]1[CH:24]=[CH:23][C:22]([NH:25][C:26]([NH:28][C:29]2[CH:34]=[CH:33][CH:32]=[C:31]([CH3:35])[CH:30]=2)=[O:27])=[CH:21][CH:20]=1.C(O)(C(F)(F)F)=O. The catalyst is ClCCl. The product is [NH2:10][C:9]1[C:4]2[C:3]([C:19]3[CH:24]=[CH:23][C:22]([NH:25][C:26]([NH:28][C:29]4[CH:34]=[CH:33][CH:32]=[C:31]([CH3:35])[CH:30]=4)=[O:27])=[CH:21][CH:20]=3)=[C:2]([Br:1])[O:18][C:5]=2[N:6]=[CH:7][N:8]=1. The yield is 0.880. (2) The reactants are C(OC([NH:8][CH2:9][C@H:10]([N:15]1[CH2:20][CH2:19][N:18]([S:21]([C:24]2[CH:29]=[CH:28][C:27]([CH3:30])=[CH:26][CH:25]=2)(=[O:23])=[O:22])[CH2:17][CH2:16]1)[C:11]([O:13][CH3:14])=[O:12])=O)(C)(C)C.FC(F)(F)C(O)=O.C(=O)([O-])O.[Na+]. The catalyst is ClCCl. The product is [NH2:8][CH2:9][C@H:10]([N:15]1[CH2:20][CH2:19][N:18]([S:21]([C:24]2[CH:25]=[CH:26][C:27]([CH3:30])=[CH:28][CH:29]=2)(=[O:23])=[O:22])[CH2:17][CH2:16]1)[C:11]([O:13][CH3:14])=[O:12]. The yield is 1.00. (3) The reactants are Br[CH2:2][C:3]1[C:4]([Cl:10])=[N:5][CH:6]=[CH:7][C:8]=1[Cl:9].[SH:11][C:12]1[N:17]=[C:16]([OH:18])[CH:15]=[C:14]([C:19]([F:22])([F:21])[F:20])[N:13]=1.C(N(CC)CC)C. The catalyst is C(O)C. The product is [Cl:10][C:4]1[C:3]([CH2:2][S:11][C:12]2[N:17]=[C:16]([OH:18])[CH:15]=[C:14]([C:19]([F:22])([F:20])[F:21])[N:13]=2)=[C:8]([Cl:9])[CH:7]=[CH:6][N:5]=1. The yield is 0.220. (4) The reactants are [CH2:1]([C:8]1[S:12][C:11]([N:13]2[CH2:18][CH2:17][NH:16][CH2:15][CH2:14]2)=[N:10][C:9]=1[C:19]1[CH:24]=[CH:23][C:22]([O:25][CH3:26])=[CH:21][CH:20]=1)[C:2]1[CH:7]=[CH:6][CH:5]=[CH:4][CH:3]=1.[ClH:27]. The catalyst is C(OCC)(=O)C. The product is [ClH:27].[ClH:27].[ClH:27].[CH2:1]([C:8]1[S:12][C:11]([N:13]2[CH2:14][CH2:15][NH:16][CH2:17][CH2:18]2)=[N:10][C:9]=1[C:19]1[CH:20]=[CH:21][C:22]([O:25][CH3:26])=[CH:23][CH:24]=1)[C:2]1[CH:7]=[CH:6][CH:5]=[CH:4][CH:3]=1. The yield is 0.773. (5) The reactants are C(O)(C(F)(F)F)=O.[Br:8][C:9]1[C:10]([N:36]2[CH2:41][CH2:40][CH2:39][C@@H:38]([N:42](C(OC(C)(C)C)=O)[CH3:43])[CH2:37]2)=[C:11]2[C:17]([NH:18][C:19]([C:21]3[CH:26]=[CH:25][C:24](=[O:27])[N:23]([CH3:28])[CH:22]=3)=[O:20])=[CH:16][N:15](C(OC(C)(C)C)=O)[C:12]2=[N:13][CH:14]=1.C(Cl)[Cl:52]. No catalyst specified. The product is [ClH:52].[Br:8][C:9]1[C:10]([N:36]2[CH2:41][CH2:40][CH2:39][C@@H:38]([NH:42][CH3:43])[CH2:37]2)=[C:11]2[C:17]([NH:18][C:19]([C:21]3[CH:26]=[CH:25][C:24](=[O:27])[N:23]([CH3:28])[CH:22]=3)=[O:20])=[CH:16][NH:15][C:12]2=[N:13][CH:14]=1. The yield is 0.910. (6) The reactants are [C:1]([CH:4]1[C:13]2[C:8](=[CH:9][CH:10]=[C:11]([O:14][CH3:15])[CH:12]=2)[C:7](=O)[O:6]C1=O)(=O)[CH3:2].[NH4+:18].[OH-]. No catalyst specified. The product is [CH3:15][O:14][C:11]1[CH:12]=[C:13]2[C:8](=[CH:9][CH:10]=1)[C:7](=[O:6])[NH:18][C:1]([CH3:2])=[CH:4]2. The yield is 0.740. (7) The reactants are [C:1]([C:4]1[CH:13]=[CH:12][C:11]([O:14][CH2:15][C:16]2[CH:21]=[CH:20][C:19]([O:22][CH3:23])=[CH:18][CH:17]=2)=[C:10]2[C:5]=1[CH:6]=[CH:7][C:8](=[O:24])[NH:9]2)(=[O:3])[CH3:2].[Se](=O)=[O:26].[OH2:28]. The catalyst is O1CCOCC1. The product is [OH:28][CH:2]([OH:26])[C:1]([C:4]1[CH:13]=[CH:12][C:11]([O:14][CH2:15][C:16]2[CH:17]=[CH:18][C:19]([O:22][CH3:23])=[CH:20][CH:21]=2)=[C:10]2[C:5]=1[CH:6]=[CH:7][C:8](=[O:24])[NH:9]2)=[O:3]. The yield is 0.730.